This data is from Forward reaction prediction with 1.9M reactions from USPTO patents (1976-2016). The task is: Predict the product of the given reaction. (1) Given the reactants [C:1]([C:3]1[CH:8]=[CH:7][C:6]([N:9]=[C:10]=[O:11])=[CH:5][C:4]=1[O:12][CH3:13])#[N:2].[OH:14][CH2:15][C:16]([C:21]1[CH:26]=[CH:25][CH:24]=[CH:23][CH:22]=1)([C:18](O)=[O:19])[NH2:17].[Na].Cl.C(=O)(O)[O-].[Na+], predict the reaction product. The product is: [O:11]=[C:10]1[NH:17][C:16]([CH2:18][OH:19])([C:21]2[CH:26]=[CH:25][CH:24]=[CH:23][CH:22]=2)[C:15](=[O:14])[N:9]1[C:6]1[CH:7]=[CH:8][C:3]([C:1]#[N:2])=[C:4]([O:12][CH3:13])[CH:5]=1. (2) Given the reactants [Cl:1][C:2]1[CH:10]=[C:9](I)[C:5]2[O:6][CH2:7][O:8][C:4]=2[C:3]=1[NH2:12].[CH3:13][Si:14]([C:17]#[CH:18])([CH3:16])[CH3:15].C(NC(C)C)(C)C, predict the reaction product. The product is: [Cl:1][C:2]1[CH:10]=[C:9]([C:18]#[C:17][Si:14]([CH3:16])([CH3:15])[CH3:13])[C:5]2[O:6][CH2:7][O:8][C:4]=2[C:3]=1[NH2:12]. (3) Given the reactants [C:1]1([CH2:7][C:8](Cl)=O)[CH:6]=[CH:5][CH:4]=[CH:3][CH:2]=1.[CH2:11]([O:13][C:14](=[O:33])[C:15]1[C:20]([NH:21][C:22]2[CH:27]=[CH:26][C:25]([Br:28])=[CH:24][C:23]=2[Cl:29])=[C:19]([Cl:30])[C:18]([NH:31][NH2:32])=[N:17][CH:16]=1)C.C(N(CC)CC)C.O=P(Cl)(Cl)Cl, predict the reaction product. The product is: [CH3:11][O:13][C:14]([C:15]1[C:20]([NH:21][C:22]2[CH:27]=[CH:26][C:25]([Br:28])=[CH:24][C:23]=2[Cl:29])=[C:19]([Cl:30])[C:18]2[N:17]([C:8]([CH2:7][C:1]3[CH:2]=[CH:3][CH:4]=[CH:5][CH:6]=3)=[N:32][N:31]=2)[CH:16]=1)=[O:33]. (4) Given the reactants [CH2:1]([N:8]([CH2:26][CH2:27][C:28]1[CH:33]=[CH:32][C:31](Br)=[CH:30][CH:29]=1)[CH2:9][C@H:10]([O:18][Si:19]([C:22]([CH3:25])([CH3:24])[CH3:23])([CH3:21])[CH3:20])[C:11]1[CH:16]=[CH:15][CH:14]=[C:13]([Cl:17])[CH:12]=1)[C:2]1[CH:7]=[CH:6][CH:5]=[CH:4][CH:3]=1.C([Li])CCC.[Si:40]([O:47][C:48]1[CH:55]=[CH:54][C:51]([CH:52]=[O:53])=[CH:50][CH:49]=1)([C:43]([CH3:46])([CH3:45])[CH3:44])([CH3:42])[CH3:41], predict the reaction product. The product is: [CH2:1]([N:8]([CH2:26][CH2:27][C:28]1[CH:33]=[CH:32][C:31]([CH:52]([C:51]2[CH:50]=[CH:49][C:48]([O:47][Si:40]([C:43]([CH3:46])([CH3:45])[CH3:44])([CH3:41])[CH3:42])=[CH:55][CH:54]=2)[OH:53])=[CH:30][CH:29]=1)[CH2:9][C@H:10]([O:18][Si:19]([C:22]([CH3:25])([CH3:24])[CH3:23])([CH3:21])[CH3:20])[C:11]1[CH:16]=[CH:15][CH:14]=[C:13]([Cl:17])[CH:12]=1)[C:2]1[CH:7]=[CH:6][CH:5]=[CH:4][CH:3]=1. (5) Given the reactants [O:1]1[C:5]2[C:6]3[C:7](=[CH:13][CH2:14][NH2:15])[CH2:8][CH2:9][C:10]=3[CH:11]=[CH:12][C:4]=2[N:3]=[CH:2]1.C(N(CC)CC)C.[C:23](O[C:23](=[O:26])[CH2:24][CH3:25])(=[O:26])[CH2:24][CH3:25].C(=O)([O-])O.[Na+], predict the reaction product. The product is: [O:1]1[C:5]2[C:6]3[C:7](=[CH:13][CH2:14][NH:15][C:23](=[O:26])[CH2:24][CH3:25])[CH2:8][CH2:9][C:10]=3[CH:11]=[CH:12][C:4]=2[N:3]=[CH:2]1.